Dataset: Full USPTO retrosynthesis dataset with 1.9M reactions from patents (1976-2016). Task: Predict the reactants needed to synthesize the given product. Given the product [C:1]([O:5][C:6]([N:8]([CH2:21][C@@H:22]1[C@@H:26]([C:27]2[CH:28]=[CH:29][CH:30]=[CH:31][CH:32]=2)[CH2:25][N:24]([CH2:33][CH2:34][CH2:35][CH2:36][CH2:37][C:38]([OH:40])=[O:39])[CH2:23]1)[C@@H:9]([C:11]1[C:20]2[C:15](=[CH:16][CH:17]=[CH:18][CH:19]=2)[CH:14]=[CH:13][CH:12]=1)[CH3:10])=[O:7])([CH3:2])([CH3:3])[CH3:4], predict the reactants needed to synthesize it. The reactants are: [C:1]([O:5][C:6]([N:8]([CH2:21][C@@H:22]1[C@@H:26]([C:27]2[CH:32]=[CH:31][CH:30]=[CH:29][CH:28]=2)[CH2:25][N:24]([CH2:33][CH2:34][CH2:35][CH2:36][CH2:37][C:38]([O:40]C)=[O:39])[CH2:23]1)[C@@H:9]([C:11]1[C:20]2[C:15](=[CH:16][CH:17]=[CH:18][CH:19]=2)[CH:14]=[CH:13][CH:12]=1)[CH3:10])=[O:7])([CH3:4])([CH3:3])[CH3:2].[OH-].[Na+].